From a dataset of Reaction yield outcomes from USPTO patents with 853,638 reactions. Predict the reaction yield, written as a fraction of the theoretical maximum amount of product (1.0 means a 100% yield; for example, 0.34 means a 34% yield). (1) The reactants are [NH2:1][C:2]1[N:7]=[CH:6][CH:5]=[CH:4][N:3]=1.C(N(CC)CC)C.FC(F)(F)S(O[Si:21]([CH3:24])([CH3:23])[CH3:22])(=O)=O. The catalyst is C1(C)C=CC=CC=1. The product is [CH3:22][Si:21]([N:1]([Si:21]([CH3:24])([CH3:23])[CH3:22])[C:2]1[N:7]=[CH:6][CH:5]=[CH:4][N:3]=1)([CH3:24])[CH3:23]. The yield is 0.950. (2) The reactants are [F:1][C:2]([F:9])([F:8])[CH:3]([OH:7])[C:4]([OH:6])=[O:5].S(=O)(=O)(O)O.[CH2:15](O)[CH3:16]. No catalyst specified. The product is [F:1][C:2]([F:9])([F:8])[CH:3]([OH:7])[C:4]([O:6][CH2:15][CH3:16])=[O:5]. The yield is 0.680.